The task is: Predict which catalyst facilitates the given reaction.. This data is from Catalyst prediction with 721,799 reactions and 888 catalyst types from USPTO. (1) The catalyst class is: 20. Reactant: [Cl:1][C:2]1[CH:3]=[C:4]([CH:8]([O:38][CH2:39][CH2:40][NH:41]C(=O)C(F)(F)F)[C:9]2[CH:10]=[C:11]([CH:35]=[CH:36][CH:37]=2)[C:12]([NH:14][C@@H:15]([CH2:28][CH:29]2[CH2:34][CH2:33][CH2:32][CH2:31][CH2:30]2)[CH2:16][N:17]([CH3:27])[C:18](=[O:26])[O:19][CH2:20][CH2:21][Si:22]([CH3:25])([CH3:24])[CH3:23])=[O:13])[CH:5]=[CH:6][CH:7]=1.O.[OH-].[Li+]. Product: [NH2:41][CH2:40][CH2:39][O:38][CH:8]([C:4]1[CH:5]=[CH:6][CH:7]=[C:2]([Cl:1])[CH:3]=1)[C:9]1[CH:10]=[C:11]([CH:35]=[CH:36][CH:37]=1)[C:12]([NH:14][C@@H:15]([CH2:28][CH:29]1[CH2:30][CH2:31][CH2:32][CH2:33][CH2:34]1)[CH2:16][N:17]([CH3:27])[C:18](=[O:26])[O:19][CH2:20][CH2:21][Si:22]([CH3:25])([CH3:24])[CH3:23])=[O:13]. (2) The catalyst class is: 830. Reactant: [Cl:1][C:2]1[N:3]=[C:4]([N:12]2[CH2:17][CH2:16][O:15][CH2:14][CH2:13]2)[C:5]2[S:10][C:9](I)=[CH:8][C:6]=2[N:7]=1.[O:18]1[CH2:22][CH2:21][NH:20]C1=O.[O-]P([O-])([O-])=O.[K+].[K+].[K+].CN(C)CCN. Product: [Cl:1][C:2]1[N:3]=[C:4]([N:12]2[CH2:17][CH2:16][O:15][CH2:14][CH2:13]2)[C:5]2[S:10][C:9]([NH:20][CH2:21][CH2:22][OH:18])=[CH:8][C:6]=2[N:7]=1. (3) Reactant: [CH3:1][N:2]1[CH:6]=[CH:5][N:4]=[CH:3]1.[Li]CCCC.CCCCCC.Cl[Si](CC)(CC)CC.CON(C)[C:29](=[O:36])[C:30]1[CH:35]=[CH:34][CH:33]=[N:32][CH:31]=1. Product: [CH3:1][N:2]1[C:6]([C:29]([C:30]2[CH:31]=[N:32][CH:33]=[CH:34][CH:35]=2)=[O:36])=[CH:5][N:4]=[CH:3]1. The catalyst class is: 1. (4) Reactant: [NH2:1][C:2]1[N:7]=[C:6]([NH:8][C:9]([C:11]2[CH:16]=[CH:15][CH:14]=[CH:13][C:12]=2[F:17])=[O:10])[CH:5]=[CH:4][C:3]=1Br.[O-]P([O-])([O-])=O.[K+].[K+].[K+].[C:27](#[N:29])[CH3:28]. Product: [NH2:1][C:2]1[N:7]=[C:6]([NH:8][C:9]([C:11]2[CH:16]=[CH:15][CH:14]=[CH:13][C:12]=2[F:17])=[O:10])[CH:5]=[CH:4][C:3]=1[C:6]1[N:7]([CH3:2])[N:29]=[C:27]([C:11]2[CH:16]=[CH:15][CH:14]=[CH:13][CH:12]=2)[CH:28]=1. The catalyst class is: 38.